Task: Regression/Classification. Given a drug SMILES string, predict its absorption, distribution, metabolism, or excretion properties. Task type varies by dataset: regression for continuous measurements (e.g., permeability, clearance, half-life) or binary classification for categorical outcomes (e.g., BBB penetration, CYP inhibition). Dataset: bioavailability_ma.. Dataset: Oral bioavailability binary classification data from Ma et al. (1) The result is 0 (low bioavailability). The molecule is COc1cccc2c1C(=O)c1c(O)c3c(c(O)c1C2=O)C[C@@](O)(C(=O)CO)C[C@@H]3O[C@H]1C[C@H](N)[C@@H](O)[C@H](C)O1. (2) The drug is NS(=O)(=O)c1cc2c(cc1C(F)(F)F)NC(Cc1ccccc1)NS2(=O)=O. The result is 1 (high bioavailability). (3) The compound is CCCc1cc(=O)[nH]c(=S)[nH]1. The result is 1 (high bioavailability). (4) The compound is COc1cc2nc(N3CCN(C(=O)c4ccco4)CC3)nc(N)c2cc1OC. The result is 1 (high bioavailability). (5) The molecule is CC1=C(C(=O)O)N2C(=O)[C@@H](NC(=O)[C@H](N)c3ccc(O)cc3)[C@H]2SC1. The result is 1 (high bioavailability).